This data is from Catalyst prediction with 721,799 reactions and 888 catalyst types from USPTO. The task is: Predict which catalyst facilitates the given reaction. Reactant: [C:1](Cl)(=[O:5])[CH2:2][CH2:3][CH3:4].[NH2:7][CH2:8][CH2:9][C:10]([O:12][C:13]([CH3:16])([CH3:15])[CH3:14])=[O:11].C(=O)([O-])O.[Na+]. Product: [C:1]([NH:7][CH2:8][CH2:9][C:10]([O:12][C:13]([CH3:16])([CH3:15])[CH3:14])=[O:11])(=[O:5])[CH2:2][CH2:3][CH3:4]. The catalyst class is: 66.